Dataset: Aqueous solubility values for 9,982 compounds from the AqSolDB database. Task: Regression/Classification. Given a drug SMILES string, predict its absorption, distribution, metabolism, or excretion properties. Task type varies by dataset: regression for continuous measurements (e.g., permeability, clearance, half-life) or binary classification for categorical outcomes (e.g., BBB penetration, CYP inhibition). For this dataset (solubility_aqsoldb), we predict Y. (1) The drug is CC(C)(C)[C@@H](O)[C@H](Oc1ccc(Cl)cc1)n1cncn1. The Y is -3.68 log mol/L. (2) The molecule is CCCCCCCCCCOc1ccc(C(CC)=NO)c(O)c1. The Y is -4.06 log mol/L.